From a dataset of Full USPTO retrosynthesis dataset with 1.9M reactions from patents (1976-2016). Predict the reactants needed to synthesize the given product. (1) The reactants are: [CH3:1][C:2]1[S:3][CH:4]=[C:5]([C:7]([OH:9])=O)[N:6]=1.S(Cl)([Cl:12])=O. Given the product [CH3:1][C:2]1[S:3][CH:4]=[C:5]([C:7]([Cl:12])=[O:9])[N:6]=1, predict the reactants needed to synthesize it. (2) The reactants are: [Cl-].O[NH3+:3].[C:4](=[O:7])([O-])[OH:5].[Na+].CS(C)=O.[CH3:13][C:14]1[N:15]([C:39]2[CH:44]=[CH:43][CH:42]=[CH:41][CH:40]=2)[C:16](=[O:38])[C:17]([CH2:23][C:24]2[CH:29]=[CH:28][C:27]([C:30]3[C:31]([C:36]#[N:37])=[CH:32][CH:33]=[CH:34][CH:35]=3)=[CH:26][CH:25]=2)=[C:18]([CH2:20][CH2:21][CH3:22])[N:19]=1. Given the product [CH3:13][C:14]1[N:15]([C:39]2[CH:40]=[CH:41][CH:42]=[CH:43][CH:44]=2)[C:16](=[O:38])[C:17]([CH2:23][C:24]2[CH:29]=[CH:28][C:27]([C:30]3[CH:35]=[CH:34][CH:33]=[CH:32][C:31]=3[C:36]3[NH:3][C:4](=[O:7])[O:5][N:37]=3)=[CH:26][CH:25]=2)=[C:18]([CH2:20][CH2:21][CH3:22])[N:19]=1, predict the reactants needed to synthesize it. (3) Given the product [CH2:1]([O:5][CH2:6][CH2:7][O:8][C:9]1[CH:14]=[CH:13][C:12]([C:15]2[CH:16]=[CH:17][C:18]3[N:25]([CH2:26][CH:27]([CH3:28])[CH3:29])[CH2:24][CH2:23][CH2:22][C:21]([C:30]([NH:32][C:33]4[CH:34]=[CH:35][C:36]([S:39]([CH2:41][C:42]5[N:46]([CH2:47][CH2:48][CH3:49])[CH:45]=[N:44][CH:43]=5)=[O:40])=[CH:37][CH:38]=4)=[O:31])=[CH:20][C:19]=3[CH:50]=2)=[CH:11][CH:10]=1)[CH2:2][CH2:3][CH3:4].[C:51]([O-:56])(=[O:55])[C:52]([O-:54])=[O:53], predict the reactants needed to synthesize it. The reactants are: [CH2:1]([O:5][CH2:6][CH2:7][O:8][C:9]1[CH:14]=[CH:13][C:12]([C:15]2[CH:16]=[CH:17][C:18]3[N:25]([CH2:26][CH:27]([CH3:29])[CH3:28])[CH2:24][CH2:23][CH2:22][C:21]([C:30]([NH:32][C:33]4[CH:38]=[CH:37][C:36]([S:39]([CH2:41][C:42]5[N:46]([CH2:47][CH2:48][CH3:49])[CH:45]=[N:44][CH:43]=5)=[O:40])=[CH:35][CH:34]=4)=[O:31])=[CH:20][C:19]=3[CH:50]=2)=[CH:11][CH:10]=1)[CH2:2][CH2:3][CH3:4].[C:51]([OH:56])(=[O:55])[C:52]([OH:54])=[O:53]. (4) Given the product [Si:1]([O:8][C@H:9]([CH:30]=[O:38])[C@@H:10]([NH:22][C:23](=[O:29])[O:24][C:25]([CH3:27])([CH3:28])[CH3:26])[CH2:11][C:12]1[CH:20]=[C:19]([Cl:21])[C:15]2[O:16][CH2:17][O:18][C:14]=2[CH:13]=1)([C:4]([CH3:5])([CH3:6])[CH3:7])([CH3:3])[CH3:2], predict the reactants needed to synthesize it. The reactants are: [Si:1]([O:8][C@H:9]([C:30]1SC=CN=1)[C@@H:10]([NH:22][C:23](=[O:29])[O:24][C:25]([CH3:28])([CH3:27])[CH3:26])[CH2:11][C:12]1[CH:20]=[C:19]([Cl:21])[C:15]2[O:16][CH2:17][O:18][C:14]=2[CH:13]=1)([C:4]([CH3:7])([CH3:6])[CH3:5])([CH3:3])[CH3:2].FC(F)(F)S(OC)(=O)=[O:38].[BH4-].[Na+].O. (5) Given the product [CH2:19]([O:21][C:22](=[O:30])[C:23]1[CH:28]=[CH:27][C:26]([N:14]2[C:13]([C:12]3[C:8]([C:4]4[CH:5]=[CH:6][CH:7]=[C:2]([F:1])[CH:3]=4)=[N:9][O:10][C:11]=3[CH3:18])=[CH:17][N:16]=[CH:15]2)=[CH:25][CH:24]=1)[CH3:20], predict the reactants needed to synthesize it. The reactants are: [F:1][C:2]1[CH:3]=[C:4]([C:8]2[C:12]([C:13]3[N:14]=[CH:15][NH:16][CH:17]=3)=[C:11]([CH3:18])[O:10][N:9]=2)[CH:5]=[CH:6][CH:7]=1.[CH2:19]([O:21][C:22](=[O:30])[C:23]1[CH:28]=[CH:27][CH:26]=[C:25](F)[CH:24]=1)[CH3:20].